Task: Predict the product of the given reaction.. Dataset: Forward reaction prediction with 1.9M reactions from USPTO patents (1976-2016) (1) Given the reactants C([Mg]Cl)(C)C.[Si:6]([O:13][CH2:14][C:15]([N:18]1[C:22]2[N:23]=[C:24]([Cl:27])[N:25]=[CH:26][C:21]=2[C:20](I)=[CH:19]1)([CH3:17])[CH3:16])([C:9]([CH3:12])([CH3:11])[CH3:10])([CH3:8])[CH3:7].[C:29]1([C:35](=[N:42][C:43]2[CH:44]=[N:45][CH:46]=[C:47]([CH:54]=2)[C:48](N(OC)C)=[O:49])[C:36]2[CH:41]=[CH:40][CH:39]=[CH:38][CH:37]=2)[CH:34]=[CH:33][CH:32]=[CH:31][CH:30]=1, predict the reaction product. The product is: [Si:6]([O:13][CH2:14][C:15]([N:18]1[C:22]2[N:23]=[C:24]([Cl:27])[N:25]=[CH:26][C:21]=2[C:20]([C:48]([C:47]2[CH:46]=[N:45][CH:44]=[C:43]([N:42]=[C:35]([C:36]3[CH:41]=[CH:40][CH:39]=[CH:38][CH:37]=3)[C:29]3[CH:34]=[CH:33][CH:32]=[CH:31][CH:30]=3)[CH:54]=2)=[O:49])=[CH:19]1)([CH3:17])[CH3:16])([C:9]([CH3:12])([CH3:11])[CH3:10])([CH3:8])[CH3:7]. (2) Given the reactants Br[C:2]1[CH:7]=[CH:6][C:5]([C:8]([N:10]2[CH2:15][CH2:14][N:13]([C:16]3[C:21]([CH3:22])=[CH:20][C:19]([CH:23]4[CH2:25][CH2:24]4)=[CH:18][N:17]=3)[CH2:12][CH2:11]2)=[O:9])=[CH:4][CH:3]=1.[C:26]([N:29]1[CH2:33][CH2:32][NH:31][C:30]1=[O:34])(=[O:28])[CH3:27], predict the reaction product. The product is: [C:26]([N:29]1[CH2:33][CH2:32][N:31]([C:2]2[CH:7]=[CH:6][C:5]([C:8]([N:10]3[CH2:15][CH2:14][N:13]([C:16]4[C:21]([CH3:22])=[CH:20][C:19]([CH:23]5[CH2:25][CH2:24]5)=[CH:18][N:17]=4)[CH2:12][CH2:11]3)=[O:9])=[CH:4][CH:3]=2)[C:30]1=[O:34])(=[O:28])[CH3:27]. (3) Given the reactants Cl.[NH2:2][CH:3]1[CH2:8][CH2:7][N:6]([CH2:9][C@@H:10]([C:12]2[C:13]([CH3:22])=[C:14]3[C:18](=[CH:19][CH:20]=2)[C:17](=[O:21])[O:16][CH2:15]3)[OH:11])[CH2:5][CH2:4]1.[C:23]([C:25]1[CH:33]=[CH:32][C:28]([C:29](O)=[O:30])=[C:27]([O:34][CH2:35][CH3:36])[CH:26]=1)#[N:24], predict the reaction product. The product is: [C:23]([C:25]1[CH:33]=[CH:32][C:28]([C:29]([NH:2][CH:3]2[CH2:8][CH2:7][N:6]([CH2:9][C@H:10]([OH:11])[C:12]3[C:13]([CH3:22])=[C:14]4[C:18](=[CH:19][CH:20]=3)[C:17](=[O:21])[O:16][CH2:15]4)[CH2:5][CH2:4]2)=[O:30])=[C:27]([O:34][CH2:35][CH3:36])[CH:26]=1)#[N:24]. (4) Given the reactants C[O:2][C:3]([C:5]1[C:14]2[C:9](=[CH:10][CH:11]=[CH:12][C:13]=2[Br:15])[C:8]([C:16]2[CH2:20][C:19]([C:25]3[CH:30]=[C:29]([Cl:31])[CH:28]=[C:27]([Cl:32])[CH:26]=3)([C:21]([F:24])([F:23])[F:22])[O:18][N:17]=2)=[CH:7][CH:6]=1)=[O:4].[OH-].[K+].Cl, predict the reaction product. The product is: [Br:15][C:13]1[CH:12]=[CH:11][CH:10]=[C:9]2[C:14]=1[C:5]([C:3]([OH:4])=[O:2])=[CH:6][CH:7]=[C:8]2[C:16]1[CH2:20][C:19]([C:25]2[CH:26]=[C:27]([Cl:32])[CH:28]=[C:29]([Cl:31])[CH:30]=2)([C:21]([F:24])([F:23])[F:22])[O:18][N:17]=1. (5) Given the reactants [CH3:1][O:2][C:3]1[N:8]=[C:7]2[NH:9][N:10]=[CH:11][C:6]2=[CH:5][C:4]=1[N+:12]([O-])=O.C(O)C, predict the reaction product. The product is: [CH3:1][O:2][C:3]1[N:8]=[C:7]2[NH:9][N:10]=[CH:11][C:6]2=[CH:5][C:4]=1[NH2:12]. (6) Given the reactants [F:1][C:2]1[CH:7]=[C:6]([I:8])[CH:5]=[CH:4][C:3]=1[N:9]([C:17]1[N:18]([CH3:34])[C:19](=[O:33])[CH:20]=[CH:21][C:22]=1[NH:23][S:24]([C:27]1([CH2:30][CH:31]=[O:32])[CH2:29][CH2:28]1)(=[O:26])=[O:25])[C:10](=[O:16])[O:11][C:12]([CH3:15])([CH3:14])[CH3:13].[BH4-].[Na+], predict the reaction product. The product is: [F:1][C:2]1[CH:7]=[C:6]([I:8])[CH:5]=[CH:4][C:3]=1[N:9]([C:17]1[N:18]([CH3:34])[C:19](=[O:33])[CH:20]=[CH:21][C:22]=1[NH:23][S:24]([C:27]1([CH2:30][CH2:31][OH:32])[CH2:29][CH2:28]1)(=[O:26])=[O:25])[C:10](=[O:16])[O:11][C:12]([CH3:15])([CH3:14])[CH3:13]. (7) Given the reactants [CH:1]1([CH2:6][CH:7]([C:11]2[CH:16]=[CH:15][C:14]([S:17]([CH2:20][C:21](=[O:23])[CH3:22])(=[O:19])=[O:18])=[CH:13][CH:12]=2)[C:8](O)=[O:9])[CH2:5][CH2:4][CH2:3][CH2:2]1.C1C=CC2N(O)N=NC=2C=1.CCN=C=NCCCN(C)C.Cl.Cl.[CH3:47][O:48][C:49]1[N:54]=[C:53]2[S:55][C:56]([NH2:58])=[N:57][C:52]2=[CH:51][CH:50]=1.CCN(C(C)C)C(C)C.C(=O)(O)[O-].[Na+], predict the reaction product. The product is: [CH:1]1([CH2:6][CH:7]([C:11]2[CH:12]=[CH:13][C:14]([S:17]([CH2:20][C:21](=[O:23])[CH3:22])(=[O:18])=[O:19])=[CH:15][CH:16]=2)[C:8]([NH:58][C:56]2[S:55][C:53]3[C:52]([N:57]=2)=[CH:51][CH:50]=[C:49]([O:48][CH3:47])[N:54]=3)=[O:9])[CH2:5][CH2:4][CH2:3][CH2:2]1.